Dataset: Full USPTO retrosynthesis dataset with 1.9M reactions from patents (1976-2016). Task: Predict the reactants needed to synthesize the given product. (1) Given the product [Cl:1][C:2]1[CH:7]=[CH:6][C:5]([NH:8][C:9]([C:11]2[O:12][C:13]([CH3:16])=[CH:14][CH:15]=2)=[O:10])=[CH:4][C:3]=1[C:17]1[N:18]=[C:19]2[N:24]=[CH:23][C:22]([C:25]3[CH:30]=[CH:29][C:28]([NH:31][CH3:32])=[CH:27][CH:26]=3)=[CH:21][N:20]2[CH:36]=1, predict the reactants needed to synthesize it. The reactants are: [Cl:1][C:2]1[CH:7]=[CH:6][C:5]([NH:8][C:9]([C:11]2[O:12][C:13]([CH3:16])=[CH:14][CH:15]=2)=[O:10])=[CH:4][C:3]=1[C:17]1[N:18]=[C:19]2[N:24]=[CH:23][C:22]([C:25]3[CH:30]=[CH:29][C:28]([NH:31][C:32](=O)OC)=[CH:27][CH:26]=3)=[CH:21][N:20]2[CH:36]=1.ClC1C=CC(NC(C2OC(C)=CC=2)=O)=CC=1C1N=C2N=CC(C3C=CC(N(C)C(=O)OC(C)(C)C)=CC=3)=CN2C=1.Cl.O1CCOCC1. (2) The reactants are: [C:1]1([C:7]2[NH:8][CH:9]=[C:10]([CH:12]=[O:13])[N:11]=2)[CH:6]=[CH:5][CH:4]=[CH:3][CH:2]=1.[H-].[Na+].Cl[C:17]1[N:22]=[CH:21][CH:20]=[CH:19][N:18]=1.O. Given the product [C:1]1([C:7]2[N:8]([C:17]3[N:22]=[CH:21][CH:20]=[CH:19][N:18]=3)[CH:9]=[C:10]([CH:12]=[O:13])[N:11]=2)[CH:2]=[CH:3][CH:4]=[CH:5][CH:6]=1, predict the reactants needed to synthesize it. (3) Given the product [CH2:50]([O:49][C:47](=[O:48])[CH2:46][NH:43][C:44]([N:31]1[CH2:30][C:29]([CH3:37])([CH3:36])[N:28]([CH2:27][C:13]2[CH:12]=[C:11]([C:8]3[CH:7]=[CH:6][C:5]([O:4][CH2:3][O:2][CH3:1])=[CH:10][CH:9]=3)[N:16]=[C:15]3[N:17]([CH:21]4[CH2:26][CH2:25][CH2:24][CH2:23][O:22]4)[N:18]=[C:19]([CH3:20])[C:14]=23)[CH2:33][C:32]1([CH3:35])[CH3:34])=[O:45])[CH3:51], predict the reactants needed to synthesize it. The reactants are: [CH3:1][O:2][CH2:3][O:4][C:5]1[CH:10]=[CH:9][C:8]([C:11]2[N:16]=[C:15]3[N:17]([CH:21]4[CH2:26][CH2:25][CH2:24][CH2:23][O:22]4)[N:18]=[C:19]([CH3:20])[C:14]3=[C:13]([CH2:27][N:28]3[CH2:33][C:32]([CH3:35])([CH3:34])[NH:31][CH2:30][C:29]3([CH3:37])[CH3:36])[CH:12]=2)=[CH:7][CH:6]=1.C1COCC1.[N:43]([CH2:46][C:47]([O:49][CH2:50][CH3:51])=[O:48])=[C:44]=[O:45].CCN(C(C)C)C(C)C. (4) Given the product [CH3:22][O:21][C:16]1[CH:15]=[C:14]([O:23][CH3:24])[CH:13]=[C:12]2[C:17]=1[C:18](=[O:20])[NH:19][C:10]([C:3]1[CH:4]=[CH:5][C:6]([O:8][CH3:9])=[CH:7][C:2]=1[NH:32][CH:29]1[CH2:30][CH2:31][N:26]([CH3:25])[CH2:27][CH2:28]1)=[N:11]2, predict the reactants needed to synthesize it. The reactants are: F[C:2]1[CH:7]=[C:6]([O:8][CH3:9])[CH:5]=[CH:4][C:3]=1[C:10]1[NH:19][C:18](=[O:20])[C:17]2[C:12](=[CH:13][C:14]([O:23][CH3:24])=[CH:15][C:16]=2[O:21][CH3:22])[N:11]=1.[CH3:25][N:26]1[CH2:31][CH2:30][CH:29]([NH2:32])[CH2:28][CH2:27]1.C[Si]([N-][Si](C)(C)C)(C)C.[Li+]. (5) The reactants are: [Br:1][C:2]1[CH:7]=[CH:6][C:5]([C:8]2[CH:13]=[CH:12][CH:11]=[CH:10][N:9]=2)=[C:4](F)[CH:3]=1.[C-:15]#[N:16].[Na+]. Given the product [Br:1][C:2]1[CH:7]=[CH:6][C:5]([C:8]2[CH:13]=[CH:12][CH:11]=[CH:10][N:9]=2)=[C:4]([CH:3]=1)[C:15]#[N:16], predict the reactants needed to synthesize it. (6) Given the product [F:26][C:27]([F:32])([F:31])[C:28]([OH:30])=[O:29].[NH2:7][CH2:6][CH:5]([NH:4][C:1](=[O:3])[CH3:2])[C:15]1[C:20]([Cl:21])=[CH:19][C:18]([C:22]([F:23])([F:24])[F:25])=[CH:17][N:16]=1, predict the reactants needed to synthesize it. The reactants are: [C:1]([NH:4][CH:5]([C:15]1[C:20]([Cl:21])=[CH:19][C:18]([C:22]([F:25])([F:24])[F:23])=[CH:17][N:16]=1)[CH2:6][NH:7]C(=O)OC(C)(C)C)(=[O:3])[CH3:2].[F:26][C:27]([F:32])([F:31])[C:28]([OH:30])=[O:29].